Predict the reactants needed to synthesize the given product. From a dataset of Full USPTO retrosynthesis dataset with 1.9M reactions from patents (1976-2016). (1) The reactants are: Cl[C:2]1[N:7]=[C:6]([N:8]2[CH2:14][CH2:13][CH2:12][N:11]([CH:15]([CH3:17])[CH3:16])[CH2:10][CH2:9]2)[CH:5]=[N:4][CH:3]=1.C([O-])([O-])=O.[Cs+].[Cs+].[F:24][C:25]1[CH:30]=[CH:29][C:28]([CH:31]=[O:32])=[CH:27][C:26]=1B(O)O. Given the product [F:24][C:25]1[CH:30]=[CH:29][C:28]([CH:31]=[O:32])=[CH:27][C:26]=1[C:2]1[CH:3]=[N:4][CH:5]=[C:6]([N:8]2[CH2:14][CH2:13][CH2:12][N:11]([CH:15]([CH3:17])[CH3:16])[CH2:10][CH2:9]2)[N:7]=1, predict the reactants needed to synthesize it. (2) Given the product [CH3:1][O:2][C:3](=[O:12])[C:4]1[CH:9]=[CH:8][C:7]([CH3:10])=[N:6][C:5]=1[C:18]1[CH:19]=[CH:20][C:15]([C:14]([F:25])([F:24])[F:13])=[CH:16][CH:17]=1, predict the reactants needed to synthesize it. The reactants are: [CH3:1][O:2][C:3](=[O:12])[C:4]1[CH:9]=[CH:8][C:7]([CH3:10])=[N:6][C:5]=1Cl.[F:13][C:14]([F:25])([F:24])[C:15]1[CH:20]=[CH:19][C:18](B(O)O)=[CH:17][CH:16]=1.C(=O)([O-])[O-].[Na+].[Na+].C(OCC)(=O)C. (3) The reactants are: [H-].[Al+3].[Li+].[H-].[H-].[H-].[F:7][C:8]([F:27])([F:26])[C:9]1[C:17]2[CH2:16][CH2:15][CH2:14][CH2:13][C:12]=2[N:11]([C:18]2[CH:25]=[CH:24][C:21]([C:22]#[N:23])=[CH:20][CH:19]=2)[N:10]=1. Given the product [F:27][C:8]([F:7])([F:26])[C:9]1[C:17]2[CH2:16][CH2:15][CH2:14][CH2:13][C:12]=2[N:11]([C:18]2[CH:25]=[CH:24][C:21]([CH2:22][NH2:23])=[CH:20][CH:19]=2)[N:10]=1, predict the reactants needed to synthesize it. (4) Given the product [Br:1][CH2:2][CH2:3][CH2:4][CH2:5][CH2:6][CH2:7][CH2:8][C:9]([O:11][CH2:12][C:13]1[CH:18]=[CH:17][CH:16]=[CH:15][CH:14]=1)=[O:10], predict the reactants needed to synthesize it. The reactants are: [Br:1][CH2:2][CH2:3][CH2:4][CH2:5][CH2:6][CH2:7][CH2:8][C:9]([OH:11])=[O:10].[CH2:12](O)[C:13]1[CH:18]=[CH:17][CH:16]=[CH:15][CH:14]=1.C1(N=C=NC2CCCCC2)CCCCC1. (5) Given the product [Cl:1][C:2]1[CH:7]=[CH:6][C:5]([O:8][CH3:9])=[CH:4][C:3]=1[CH2:10][C:11]1[N:20]([C:14]2[CH:15]=[CH:16][CH:17]=[CH:18][CH:19]=2)[C:21](=[S:24])[NH:22][N:23]=1, predict the reactants needed to synthesize it. The reactants are: [Cl:1][C:2]1[CH:7]=[CH:6][C:5]([O:8][CH3:9])=[CH:4][C:3]=1[CH2:10][C:11](O)=O.[C:14]1([NH:20][C:21](=[S:24])[NH:22][NH2:23])[CH:19]=[CH:18][CH:17]=[CH:16][CH:15]=1. (6) Given the product [O:37]1[CH2:42][CH2:41][CH2:40][CH2:39][CH:38]1[CH2:43][O:14][C:9]1[CH:10]=[CH:11][CH:12]=[CH:13][C:8]=1[C:7]1[O:6][N:5]=[C:4]([C:15]([O:17][CH2:18][CH3:19])=[O:16])[CH:3]=1, predict the reactants needed to synthesize it. The reactants are: C([C:3]1[C:4]([C:15]([OH:17])=[O:16])=[N:5][O:6][C:7]=1[C:8]1[CH:13]=[CH:12][CH:11]=[CH:10][C:9]=1[OH:14])C.[C:18]1(P(C2C=CC=CC=2)C2C=CC=CC=2)C=CC=C[CH:19]=1.[O:37]1[CH2:42][CH2:41][CH2:40][CH2:39][CH:38]1[CH2:43]O.C(OC(N=NC(OC(C)(C)C)=O)=O)(C)(C)C.